This data is from Forward reaction prediction with 1.9M reactions from USPTO patents (1976-2016). The task is: Predict the product of the given reaction. (1) Given the reactants [Cl:1][C:2]1[C:10]2[C:9]3[CH:11]=[C:12]([C:16]#[N:17])[N+:13]([O-])=[CH:14][C:8]=3[N:7]([CH2:18][O:19][CH2:20][CH2:21][Si:22]([CH3:25])([CH3:24])[CH3:23])[C:6]=2[N:5]=[CH:4][CH:3]=1.ClC1C=CC2C3C=C(C#N)[N+]([O-])=CC=3N(COCC[Si](C)(C)C)C=2N=1.C(N(CC)CC)C, predict the reaction product. The product is: [Cl:1][C:2]1[C:10]2[C:9]3[CH:11]=[C:12]([C:16]#[N:17])[N:13]=[CH:14][C:8]=3[N:7]([CH2:18][O:19][CH2:20][CH2:21][Si:22]([CH3:25])([CH3:24])[CH3:23])[C:6]=2[N:5]=[CH:4][CH:3]=1. (2) Given the reactants CC1C=CC(S(O[CH2:12][CH:13]2[O:18][C:17]3[CH:19]=[C:20]([F:23])[CH:21]=[CH:22][C:16]=3[O:15][CH2:14]2)(=O)=O)=CC=1.[CH3:24][O:25][CH2:26][CH2:27][NH2:28], predict the reaction product. The product is: [F:23][C:20]1[CH:21]=[CH:22][C:16]2[O:15][CH2:14][CH:13]([CH2:12][NH:28][CH2:27][CH2:26][O:25][CH3:24])[O:18][C:17]=2[CH:19]=1. (3) The product is: [Cl:1][C:2]1[CH:3]=[C:4]2[C:9](=[CH:10][CH:11]=1)[C@@:8]1([CH2:17][O:16][C:15]3[CH:18]=[CH:19][C:20]([C:22]([OH:24])=[O:23])=[CH:21][C:14]=3[N:13]([CH2:26][C@@H:27]3[CH2:30][CH2:29][C@H:28]3[C@@H:31]([OH:35])[CH2:32][CH:33]=[CH2:34])[CH2:12]1)[CH2:7][CH2:6][CH2:5]2. Given the reactants [Cl:1][C:2]1[CH:3]=[C:4]2[C:9](=[CH:10][CH:11]=1)[C@@:8]1([CH2:17][O:16][C:15]3[CH:18]=[CH:19][C:20]([C:22]([O:24]C)=[O:23])=[CH:21][C:14]=3[N:13]([CH2:26][C@@H:27]3[CH2:30][CH2:29][C@H:28]3[C@@H:31]([OH:35])[CH2:32][CH:33]=[CH2:34])[CH2:12]1)[CH2:7][CH2:6][CH2:5]2.[Li+].[OH-].Cl, predict the reaction product. (4) Given the reactants [C:1]([C:5]1[CH:10]=[CH:9][C:8]([N:11]2[C:15](=[O:16])[C:14]([CH3:18])([CH3:17])[N:13]([CH2:19][C:20]3[CH:25]=[CH:24][N:23]=[C:22](Cl)[CH:21]=3)[C:12]2=[O:27])=[CH:7][CH:6]=1)([CH3:4])([CH3:3])[CH3:2].[C:28](=[O:32])([O:30][CH3:31])[NH2:29].C(=O)([O-])[O-].[Cs+].[Cs+].CC1(C)C2C=CC(P(C3C=CC=CC=3)C3C=CC=CC=3)=CC=2OC2C1=CC=C(P(C1C=CC=CC=1)C1C=CC=CC=1)C=2, predict the reaction product. The product is: [C:1]([C:5]1[CH:10]=[CH:9][C:8]([N:11]2[C:15](=[O:16])[C:14]([CH3:18])([CH3:17])[N:13]([CH2:19][C:20]3[CH:25]=[CH:24][N:23]=[C:22]([NH:29][C:28](=[O:32])[O:30][CH3:31])[CH:21]=3)[C:12]2=[O:27])=[CH:7][CH:6]=1)([CH3:4])([CH3:3])[CH3:2]. (5) Given the reactants [Br:1][C:2]1[CH:7]=[CH:6][C:5]([F:8])=[CH:4][C:3]=1[OH:9].CI.[C:12](=O)([O-])[O-].[K+].[K+], predict the reaction product. The product is: [Br:1][C:2]1[CH:7]=[CH:6][C:5]([F:8])=[CH:4][C:3]=1[O:9][CH3:12]. (6) Given the reactants [CH3:1][CH:2]1[C:7]([CH3:19])([C:8]2[CH:13]=[CH:12][CH:11]=[C:10]([C:14]3[N:15]=[N:16][NH:17][CH:18]=3)[CH:9]=2)[CH2:6][CH2:5][NH:4][CH2:3]1.[O:20]1[CH2:24][CH2:23][CH:22]([CH2:25][CH2:26][C:27](O)=O)[CH2:21]1.Cl.CN(C)CCCN=C=NCC.O.ON1C2C=CC=CC=2N=N1.C(=O)([O-])O.[Na+].[H-].[Al+3].[Li+].[H-].[H-].[H-].[Cl-].[NH4+], predict the reaction product. The product is: [CH3:1][CH:2]1[C:7]([CH3:19])([C:8]2[CH:13]=[CH:12][CH:11]=[C:10]([C:14]3[N:15]=[N:16][NH:17][CH:18]=3)[CH:9]=2)[CH2:6][CH2:5][N:4]([CH2:27][CH2:26][CH2:25][CH:22]2[CH2:23][CH2:24][O:20][CH2:21]2)[CH2:3]1.